Dataset: Full USPTO retrosynthesis dataset with 1.9M reactions from patents (1976-2016). Task: Predict the reactants needed to synthesize the given product. (1) Given the product [C:19]([O:18][C:16](=[O:17])[NH:23][CH:24]1[CH2:29][CH2:28][N:27]([C:2]2[C:11]3[C:6](=[CH:7][C:8]([O:14][CH3:15])=[C:9]([O:12][CH3:13])[CH:10]=3)[N:5]=[CH:4][N:3]=2)[CH2:26][CH2:25]1)([CH3:22])([CH3:20])[CH3:21], predict the reactants needed to synthesize it. The reactants are: Cl[C:2]1[C:11]2[C:6](=[CH:7][C:8]([O:14][CH3:15])=[C:9]([O:12][CH3:13])[CH:10]=2)[N:5]=[CH:4][N:3]=1.[C:16]([NH:23][CH:24]1[CH2:29][CH2:28][NH:27][CH2:26][CH2:25]1)([O:18][C:19]([CH3:22])([CH3:21])[CH3:20])=[O:17].CCN(C(C)C)C(C)C. (2) The reactants are: I[C:2]1[CH:11]=[CH:10][CH:9]=[CH:8][C:3]=1[C:4]([O:6]C)=O.C(=O)([O-])O.[Na+].C([NH:20][C:21](=[CH2:26])[C:22]([O:24][CH3:25])=[O:23])(=O)C. Given the product [O:6]=[C:4]1[C:3]2[C:2](=[CH:11][CH:10]=[CH:9][CH:8]=2)[CH:26]=[C:21]([C:22]([O:24][CH3:25])=[O:23])[NH:20]1, predict the reactants needed to synthesize it. (3) Given the product [CH3:37][O:36][C:32]([C:33]1[N:3]=[N:2][N:1]([C:4]2[CH:5]=[C:6]([C:7](=[O:8])[NH:9][C:10]3[CH:15]=[C:14]([C:16]([CH3:19])([CH3:18])[CH3:17])[CH:13]=[C:12]([NH:20][S:21]([CH3:24])(=[O:22])=[O:23])[C:11]=3[O:25][CH3:26])[CH:27]=[C:28]([CH3:31])[C:29]=2[CH3:30])[CH:34]=1)=[O:35], predict the reactants needed to synthesize it. The reactants are: [N:1]([C:4]1[CH:5]=[C:6]([CH:27]=[C:28]([CH3:31])[C:29]=1[CH3:30])[C:7]([NH:9][C:10]1[CH:15]=[C:14]([C:16]([CH3:19])([CH3:18])[CH3:17])[CH:13]=[C:12]([NH:20][S:21]([CH3:24])(=[O:23])=[O:22])[C:11]=1[O:25][CH3:26])=[O:8])=[N+:2]=[N-:3].[C:32]([O:36][CH3:37])(=[O:35])[C:33]#[CH:34].O. (4) Given the product [N:5]1[CH:6]=[CH:7][C:2]([NH:1][C:41](=[O:42])[C:40]2[CH:44]=[C:36]([CH2:35][C:29]3[C:30](=[O:34])[C:31]([O:32][CH3:33])=[C:26]([O:25][CH3:24])[C:27](=[O:50])[C:28]=3[CH3:49])[CH:37]=[CH:38][C:39]=2[OH:45])=[CH:3][CH:4]=1, predict the reactants needed to synthesize it. The reactants are: [NH2:1][C:2]1[CH:7]=[CH:6][N:5]=[CH:4][CH:3]=1.C(N(CC)CC)C.[Cl-].ClC1N(C)CC[NH+]1C.[CH3:24][O:25][C:26]1[C:27](=[O:50])[C:28]([CH3:49])=[C:29]([CH2:35][C:36]2[CH:37]=[CH:38][C:39]([O:45]C(=O)C)=[C:40]([CH:44]=2)[C:41](O)=[O:42])[C:30](=[O:34])[C:31]=1[O:32][CH3:33]. (5) The reactants are: [NH:1]1[C:9]2[C:4](=[CH:5][CH:6]=[C:7]([C:10]([O:12][CH3:13])=[O:11])[CH:8]=2)[CH:3]=[CH:2]1.Br[CH2:15][CH2:16][CH2:17][O:18][CH3:19].[I-].[K+].C(OCC)(=O)C. Given the product [CH3:19][O:18][CH2:17][CH2:16][CH2:15][N:1]1[C:9]2[C:4](=[CH:5][CH:6]=[C:7]([C:10]([O:12][CH3:13])=[O:11])[CH:8]=2)[CH:3]=[CH:2]1, predict the reactants needed to synthesize it.